Task: Predict which catalyst facilitates the given reaction.. Dataset: Catalyst prediction with 721,799 reactions and 888 catalyst types from USPTO Reactant: [Cl:1][C:2]1[C:7]([C:8]([OH:10])=O)=[C:6]([NH:11][C:12]2[CH:17]=[CH:16][C:15]([F:18])=[CH:14][CH:13]=2)[C:5]([N+:19]([O-:21])=[O:20])=[CH:4][CH:3]=1.O=P(Cl)(Cl)Cl. Product: [Cl:1][C:2]1[C:7]2[C:8](=[O:10])[C:17]3[C:12](=[CH:13][CH:14]=[C:15]([F:18])[CH:16]=3)[NH:11][C:6]=2[C:5]([N+:19]([O-:21])=[O:20])=[CH:4][CH:3]=1. The catalyst class is: 22.